From a dataset of Catalyst prediction with 721,799 reactions and 888 catalyst types from USPTO. Predict which catalyst facilitates the given reaction. (1) Reactant: N.[C:2]([C:4]1[C:5]([N:10]([CH3:12])[CH3:11])=[N:6][CH:7]=[CH:8][CH:9]=1)#[N:3]. Product: [NH2:3][CH2:2][C:4]1[C:5]([N:10]([CH3:12])[CH3:11])=[N:6][CH:7]=[CH:8][CH:9]=1. The catalyst class is: 470. (2) Reactant: [NH:1]1[C:5]2=[CH:6][N:7]=[CH:8][CH:9]=[C:4]2[CH:3]=[C:2]1[C:10](=O)[CH3:11].[NH2:13][OH:14].Cl.[Li+].[OH-]. Product: [NH:1]1[C:5]2=[CH:6][N:7]=[CH:8][CH:9]=[C:4]2[CH:3]=[C:2]1[C:10](=[N:13][OH:14])[CH3:11]. The catalyst class is: 40. (3) Reactant: [N+:1]([C:4]1[CH:5]=[N:6][CH:7]=[CH:8][C:9]=1[C:10]1[CH2:15][CH2:14][CH2:13][CH:12](O)[CH:11]=1)([O-:3])=[O:2].O1CCOCC1.CC1C=CC(S(O)(=O)=O)=CC=1.C([O-])(O)=O.[Na+]. Product: [C:10]1([C:9]2[CH:8]=[CH:7][N:6]=[CH:5][C:4]=2[N+:1]([O-:3])=[O:2])[CH2:15][CH2:14][CH:13]=[CH:12][CH:11]=1. The catalyst class is: 13. (4) Reactant: C[CH:2]1[CH2:6][O:5][C:4](=O)[C:3]1=[O:8].[C:9]([O-])(=O)C.C(O)(=O)C.[NH:17]1[CH2:21][CH2:20][CH2:19][CH2:18]1. The catalyst class is: 8. Product: [CH3:9][C:6]1[O:5][CH2:4][C:3](=[O:8])[C:2]=1[N:17]1[CH2:21][CH2:20][CH2:19][CH2:18]1. (5) The catalyst class is: 117. Product: [CH2:1]([N:8]1[C:16]2[C:11](=[CH:12][C:13]([C:18]3[CH:23]=[CH:22][CH:21]=[CH:20][CH:19]=3)=[CH:14][CH:15]=2)[CH:10]=[CH:9]1)[C:2]1[CH:7]=[CH:6][CH:5]=[CH:4][CH:3]=1. Reactant: [CH2:1]([N:8]1[C:16]2[C:11](=[CH:12][C:13](Br)=[CH:14][CH:15]=2)[CH:10]=[CH:9]1)[C:2]1[CH:7]=[CH:6][CH:5]=[CH:4][CH:3]=1.[C:18]1(B(O)O)[CH:23]=[CH:22][CH:21]=[CH:20][CH:19]=1.ClCCl.C(=O)([O-])[O-].[K+].[K+].